Dataset: Peptide-MHC class I binding affinity with 185,985 pairs from IEDB/IMGT. Task: Regression. Given a peptide amino acid sequence and an MHC pseudo amino acid sequence, predict their binding affinity value. This is MHC class I binding data. (1) The MHC is Mamu-A01 with pseudo-sequence Mamu-A01. The peptide sequence is GVPYNPQSQGV. The binding affinity (normalized) is 0. (2) The peptide sequence is STPIVVQMTK. The MHC is HLA-A03:01 with pseudo-sequence HLA-A03:01. The binding affinity (normalized) is 0.451. (3) The peptide sequence is EKPPVRPIF. The MHC is HLA-B40:01 with pseudo-sequence HLA-B40:01. The binding affinity (normalized) is 0.0847. (4) The peptide sequence is EPELRSLASW. The MHC is Mamu-B17 with pseudo-sequence Mamu-B17. The binding affinity (normalized) is 0.0600. (5) The peptide sequence is SISSCNGVIW. The MHC is Mamu-B17 with pseudo-sequence Mamu-B17. The binding affinity (normalized) is 0.272. (6) The peptide sequence is HQDDGQPRL. The binding affinity (normalized) is 0.0847. The MHC is HLA-A02:11 with pseudo-sequence HLA-A02:11.